The task is: Predict the product of the given reaction.. This data is from Forward reaction prediction with 1.9M reactions from USPTO patents (1976-2016). (1) The product is: [Cl:3][C:4]1[CH:9]=[CH:8][C:7]([O:10][C:12]2[CH:17]=[CH:16][C:15]([C:18]3[S:19][C:20]4[N:21]=[CH:22][N:23]=[CH:24][C:25]=4[N:26]=3)=[CH:14][C:13]=2[C:27]#[N:28])=[CH:6][CH:5]=1. Given the reactants [H-].[Na+].[Cl:3][C:4]1[CH:9]=[CH:8][C:7]([OH:10])=[CH:6][CH:5]=1.Cl[C:12]1[CH:17]=[CH:16][C:15]([C:18]2[S:19][C:20]3[N:21]=[CH:22][N:23]=[CH:24][C:25]=3[N:26]=2)=[CH:14][C:13]=1[C:27]#[N:28].O, predict the reaction product. (2) Given the reactants Br[CH:2]1[CH2:7][CH2:6][CH2:5][CH:4]([C:8]([CH:10]2[CH2:15][CH2:14][N:13]([CH3:16])[CH2:12][CH2:11]2)=[O:9])[NH:3]1.N.C(O)CO, predict the reaction product. The product is: [CH3:16][N:13]1[CH2:14][CH2:15][CH:10]([C:8]([C:4]2[N:3]=[CH:2][CH:7]=[CH:6][CH:5]=2)=[O:9])[CH2:11][CH2:12]1. (3) Given the reactants CCN(CC)CC.[F:8][C:9]1[CH:10]=[CH:11][C:12]([N:18]2[N:22]=[CH:21][CH:20]=[N:19]2)=[C:13]([CH:17]=1)[C:14]([OH:16])=O.C1C=CC2N(O)N=NC=2C=1.CCN=C=NCCCN(C)C.Cl.Cl.[CH2:46]([NH:48][CH2:49][CH2:50][C:51]1[CH:55]=[CH:54][N:53]([C:56]2[CH:61]=[CH:60][C:59]([F:62])=[CH:58][N:57]=2)[N:52]=1)[CH3:47].C([O-])(O)=O.[Na+], predict the reaction product. The product is: [CH2:46]([N:48]([CH2:49][CH2:50][C:51]1[CH:55]=[CH:54][N:53]([C:56]2[CH:61]=[CH:60][C:59]([F:62])=[CH:58][N:57]=2)[N:52]=1)[C:14](=[O:16])[C:13]1[CH:17]=[C:9]([F:8])[CH:10]=[CH:11][C:12]=1[N:18]1[N:22]=[CH:21][CH:20]=[N:19]1)[CH3:47]. (4) Given the reactants [N:1]1[CH:6]=[CH:5][CH:4]=[C:3]([NH:7][C:8]([C:10]2[CH:11]=[C:12]3[C:16](=[CH:17][CH:18]=2)[NH:15][C:14]2[C:19](=[O:25])[NH:20][CH2:21][CH2:22][C:23](=O)[C:13]3=2)=[O:9])[CH:2]=1.Cl.[NH2:27][OH:28].N1C=CC=CC=1, predict the reaction product. The product is: [N:1]1[CH:6]=[CH:5][CH:4]=[C:3]([NH:7][C:8]([C:10]2[CH:11]=[C:12]3[C:16](=[CH:17][CH:18]=2)[NH:15][C:14]2[C:19](=[O:25])[NH:20][CH2:21][CH2:22][C:23](=[N:27][OH:28])[C:13]3=2)=[O:9])[CH:2]=1.